This data is from Reaction yield outcomes from USPTO patents with 853,638 reactions. The task is: Predict the reaction yield, written as a fraction of the theoretical maximum amount of product (1.0 means a 100% yield; for example, 0.34 means a 34% yield). (1) The reactants are [F:1][C:2]1[CH:3]=[CH:4][C:5]([CH3:11])=[C:6]([CH:10]=1)[C:7]([OH:9])=[O:8].Cl.O1CCOC[CH2:14]1. The catalyst is CO. The product is [F:1][C:2]1[CH:3]=[CH:4][C:5]([CH3:11])=[C:6]([CH:10]=1)[C:7]([O:9][CH3:14])=[O:8]. The yield is 0.770. (2) The reactants are [CH:1]1([C:4]([N:6]2[CH2:10][CH2:9][C@@H:8]([CH2:11][NH2:12])[CH2:7]2)=[O:5])[CH2:3][CH2:2]1.C1N=CN([C:18](N2C=NC=C2)=[O:19])C=1.Cl.[Br:26][C:27]1[CH:36]=[CH:35][C:30]([C:31]([NH:33][NH2:34])=[O:32])=[C:29]([F:37])[CH:28]=1.CCN(C(C)C)C(C)C. The catalyst is C(Cl)Cl. The product is [Br:26][C:27]1[CH:36]=[CH:35][C:30]([C:31]([NH:33][NH:34][C:18]([NH:12][CH2:11][C@@H:8]2[CH2:9][CH2:10][N:6]([C:4]([CH:1]3[CH2:2][CH2:3]3)=[O:5])[CH2:7]2)=[O:19])=[O:32])=[C:29]([F:37])[CH:28]=1. The yield is 0.860. (3) The reactants are BrC1C=C(C2C=CC=C(OC)C=2)C=CC=1.[CH3:16][O:17][C:18]1[CH:19]=[C:20]([C:24]2[CH:29]=[CH:28][CH:27]=[C:26]([C:30]3[CH:39]=[CH:38][N:37]=[C:36]4[C:31]=3[CH:32]=[CH:33][C:34]([C:40]([F:43])([F:42])[F:41])=[N:35]4)[CH:25]=2)[CH:21]=[CH:22][CH:23]=1.COC1C=C(C2C=CC=C(B3OCC(C)(C)CO3)C=2)C=CC=1.ClC1C=CN=C2C=1C=CC(C(F)(F)F)=N2. No catalyst specified. The product is [CH3:16][O:17][C:18]1[CH:19]=[C:20]([C:24]2[CH:29]=[CH:28][CH:27]=[C:26]([C:30]3[CH:39]=[CH:38][N:37]=[C:36]4[C:31]=3[CH:32]=[CH:33][C:34]([C:40]([F:43])([F:41])[F:42])=[N:35]4)[CH:25]=2)[CH:21]=[CH:22][CH:23]=1. The yield is 0.130. (4) The reactants are C(N1C=C(C(=O)C=C(O)C(OC)=O)C(=O)N(CC2C=CC=CC=2)C1=O)C1C=CC=CC=1.[F:32][C:33]([F:70])([F:69])[C:34]1[CH:68]=[CH:67][C:37]([CH2:38][N:39]2[CH:44]=[C:43]([C:45](=[O:53])[CH:46]=[C:47]([OH:52])[C:48]([O:50]C)=[O:49])[C:42](=[O:54])[N:41]([CH2:55][C:56]3[CH:61]=[CH:60][C:59]([C:62]([F:65])([F:64])[F:63])=[CH:58][CH:57]=3)[C:40]2=[O:66])=[CH:36][CH:35]=1. No catalyst specified. The product is [F:70][C:33]([F:32])([F:69])[C:34]1[CH:68]=[CH:67][C:37]([CH2:38][N:39]2[CH:44]=[C:43]([C:45](=[O:53])[CH:46]=[C:47]([OH:52])[C:48]([OH:50])=[O:49])[C:42](=[O:54])[N:41]([CH2:55][C:56]3[CH:61]=[CH:60][C:59]([C:62]([F:63])([F:64])[F:65])=[CH:58][CH:57]=3)[C:40]2=[O:66])=[CH:36][CH:35]=1. The yield is 0.682. (5) The reactants are [F:1][C:2]([F:51])([F:50])[C:3]1[CH:4]=[C:5]([C@H:13]2[O:17][C:16](=[O:18])[N:15]([CH2:19][C:20]3[C:25]([C:26]4[S:30][C:29]([C:31]5[CH:39]=[CH:38][C:34]([C:35]([OH:37])=[O:36])=[CH:33][C:32]=5[CH3:40])=[N:28][C:27]=4[C:41]([CH3:44])([CH3:43])[CH3:42])=[CH:24][N:23]=[C:22](S(C)(=O)=O)[N:21]=3)[C@H:14]2[CH3:49])[CH:6]=[C:7]([C:9]([F:12])([F:11])[F:10])[CH:8]=1.Cl.[F:53][CH:54]1[CH2:57][NH:56][CH2:55]1.CCN(C(C)C)C(C)C. The catalyst is C1COCC1. The product is [F:11][C:9]([F:10])([F:12])[C:7]1[CH:6]=[C:5]([C@H:13]2[O:17][C:16](=[O:18])[N:15]([CH2:19][C:20]3[C:25]([C:26]4[S:30][C:29]([C:31]5[CH:39]=[CH:38][C:34]([C:35]([OH:37])=[O:36])=[CH:33][C:32]=5[CH3:40])=[N:28][C:27]=4[C:41]([CH3:44])([CH3:42])[CH3:43])=[CH:24][N:23]=[C:22]([N:56]4[CH2:57][CH:54]([F:53])[CH2:55]4)[N:21]=3)[C@H:14]2[CH3:49])[CH:4]=[C:3]([C:2]([F:1])([F:51])[F:50])[CH:8]=1. The yield is 0.930. (6) The yield is 0.834. The reactants are [CH3:1][N:2]([C:4]([N:6]=[C:7]([NH2:9])[NH2:8])=[NH:5])[CH3:3].Cl.[OH-].[Na+]. The catalyst is C(O)C. The product is [CH3:1][N:2]([C:4]([NH:6][C:7]([NH2:9])=[NH:8])=[NH:5])[CH3:3]. (7) The reactants are C1(P(C2C=CC=CC=2)C2C=CC3C(=CC=CC=3)C=2C2C3C(=CC=CC=3)C=CC=2P(C2C=CC=CC=2)C2C=CC=CC=2)C=CC=CC=1.C(=O)([O-])[O-].[Cs+].[Cs+].[CH2:53]([O:55][C:56](=[O:77])[CH:57]=[CH:58][C:59]1[CH:64]=[CH:63][C:62]([C:65]([CH3:68])([CH3:67])[CH3:66])=[CH:61][C:60]=1OS(C(F)(F)F)(=O)=O)[CH3:54].[CH3:78][N:79]1[CH2:84][CH2:83][NH:82][CH2:81][CH2:80]1. The catalyst is C1(C)C=CC=CC=1.C([O-])(=O)C.[Pd+2].C([O-])(=O)C. The product is [CH2:53]([O:55][C:56](=[O:77])[CH:57]=[CH:58][C:59]1[CH:64]=[CH:63][C:62]([C:65]([CH3:68])([CH3:67])[CH3:66])=[CH:61][C:60]=1[N:82]1[CH2:83][CH2:84][N:79]([CH3:78])[CH2:80][CH2:81]1)[CH3:54]. The yield is 0.732. (8) The reactants are Br.C(O)(=O)C.BrBr.[F:8][C:9]1[CH:14]=[CH:13][C:12]([C:15]2[N:16]=[C:17]([CH:27]([CH3:29])[CH3:28])[NH:18][C:19]=2[C:20]2[CH:25]=[CH:24][CH:23]=[C:22]([CH3:26])[N:21]=2)=[CH:11][C:10]=1[C:30](=O)[CH3:31].[NH2:33][C:34]([NH2:36])=[O:35].C([O-])(=O)C.[NH4+]. The catalyst is O.C(O)(=O)C. The product is [F:8][C:9]1[CH:14]=[CH:13][C:12]([C:15]2[N:16]=[C:17]([CH:27]([CH3:29])[CH3:28])[NH:18][C:19]=2[C:20]2[CH:25]=[CH:24][CH:23]=[C:22]([CH3:26])[N:21]=2)=[CH:11][C:10]=1[C:30]1[NH:33][C:34](=[O:35])[NH:36][CH:31]=1. The yield is 0.100.